Dataset: Reaction yield outcomes from USPTO patents with 853,638 reactions. Task: Predict the reaction yield, written as a fraction of the theoretical maximum amount of product (1.0 means a 100% yield; for example, 0.34 means a 34% yield). (1) The reactants are [CH2:1]([N:3]([CH2:21][C:22]1[CH:27]=[CH:26][C:25]([CH:28]=O)=[CH:24][CH:23]=1)[C@@H:4]1[CH2:8][CH2:7][N:6]([C:9]2[C:14]([C:15]([O:17][CH:18]([CH3:20])[CH3:19])=[O:16])=[CH:13][CH:12]=[CH:11][N:10]=2)[CH2:5]1)[CH3:2].[CH2:30]([NH2:32])[CH3:31].C1COCC1.C(O)(=O)C.C([BH3-])#N.[Na+]. The catalyst is CO. The product is [CH2:1]([N:3]([CH2:21][C:22]1[CH:23]=[CH:24][C:25]([CH2:28][NH:32][CH2:30][CH3:31])=[CH:26][CH:27]=1)[C@@H:4]1[CH2:8][CH2:7][N:6]([C:9]2[C:14]([C:15]([O:17][CH:18]([CH3:19])[CH3:20])=[O:16])=[CH:13][CH:12]=[CH:11][N:10]=2)[CH2:5]1)[CH3:2]. The yield is 0.380. (2) The reactants are [CH3:1][O:2][C:3]1[CH:8]=[C:7]([N:9]2[CH2:14][CH2:13][NH:12][CH2:11][CH2:10]2)[CH:6]=[C:5]([O:15][CH3:16])[N:4]=1.[F:17][C:18]([F:28])([C:24]([F:27])([F:26])[F:25])/[CH:19]=[CH:20]/[C:21](O)=[O:22].C(N(CC)CC)C.CN(C(ON1N=NC2C=CC=CC1=2)=[N+](C)C)C.F[P-](F)(F)(F)(F)F. The catalyst is ClCCl. The product is [CH3:1][O:2][C:3]1[CH:8]=[C:7]([N:9]2[CH2:10][CH2:11][N:12]([C:21](=[O:22])/[CH:20]=[CH:19]/[C:18]([F:17])([F:28])[C:24]([F:25])([F:26])[F:27])[CH2:13][CH2:14]2)[CH:6]=[C:5]([O:15][CH3:16])[N:4]=1. The yield is 0.150. (3) The reactants are [CH2:1]([O:8][C:9]1[CH:14]=[CH:13][C:12]([N:15]([CH3:27])[C:16]2[CH:21]=[CH:20][C:19]([CH:22]([CH3:26])[CH2:23][C:24]#[N:25])=[CH:18][CH:17]=2)=[CH:11][CH:10]=1)[C:2]1[CH:7]=[CH:6][CH:5]=[CH:4][CH:3]=1.[H-].[H-].[H-].[H-].[Li+].[Al+3]. The catalyst is C1COCC1. The product is [NH2:25][CH2:24][CH2:23][CH:22]([C:19]1[CH:20]=[CH:21][C:16]([N:15]([CH3:27])[C:12]2[CH:13]=[CH:14][C:9]([O:8][CH2:1][C:2]3[CH:3]=[CH:4][CH:5]=[CH:6][CH:7]=3)=[CH:10][CH:11]=2)=[CH:17][CH:18]=1)[CH3:26]. The yield is 0.680. (4) The reactants are [NH2:1][C@H:2]1[CH2:11][CH2:10][C:9]2[C:8]([S:12]([NH:15][C:16]3[CH:21]=[CH:20][C:19]([Cl:22])=[CH:18][CH:17]=3)(=[O:14])=[O:13])=[CH:7][CH:6]=[C:5]([O:23][CH3:24])[C:4]=2[CH2:3]1.[CH2:25]([O:27][C:28](Cl)=[O:29])[CH3:26].C(N(CC)CC)C. The catalyst is ClCCl. The product is [Cl:22][C:19]1[CH:20]=[CH:21][C:16]([NH:15][S:12]([C:8]2[CH:7]=[CH:6][C:5]([O:23][CH3:24])=[C:4]3[C:9]=2[CH2:10][CH2:11][C@H:2]([NH:1][C:28](=[O:29])[O:27][CH2:25][CH3:26])[CH2:3]3)(=[O:13])=[O:14])=[CH:17][CH:18]=1. The yield is 0.620. (5) The reactants are [CH3:1][C:2]1[N:29]=[C:5]2[NH:6][C:7](=[O:28])[C:8]([CH2:13][C:14]3[CH:19]=[CH:18][C:17]([C:20]4[C:21]([C:26]#[N:27])=[CH:22][CH:23]=[CH:24][CH:25]=4)=[CH:16][CH:15]=3)=[C:9]([CH2:10][CH2:11][CH3:12])[N:4]2[N:3]=1.I[CH:31]([CH2:33][CH3:34])[CH3:32].C(=O)([O-])[O-].[K+].[K+].CN(C)C(=O)C. The catalyst is C(OCC)(=O)C. The product is [CH3:1][C:2]1[N:29]=[C:5]2[N:6]([CH:31]([CH3:32])[CH2:33][CH3:34])[C:7](=[O:28])[C:8]([CH2:13][C:14]3[CH:19]=[CH:18][C:17]([C:20]4[C:21]([C:26]#[N:27])=[CH:22][CH:23]=[CH:24][CH:25]=4)=[CH:16][CH:15]=3)=[C:9]([CH2:10][CH2:11][CH3:12])[N:4]2[N:3]=1. The yield is 0.220. (6) The reactants are CCOC(/N=N/C(OCC)=O)=O.[C:13]12([C:23]([C:26]3[C:31](O)=[CH:30][C:29]([OH:33])=[CH:28][C:27]=3[Cl:34])=[N:24][OH:25])[CH2:22][CH:17]3[CH2:18][CH:19]([CH2:21][CH:15]([CH2:16]3)[CH2:14]1)[CH2:20]2.C1(P(C2C=CC=CC=2)C2C=CC=CC=2)C=CC=CC=1.O. The catalyst is C1COCC1. The product is [C:13]12([C:23]3[C:26]4[C:27]([Cl:34])=[CH:28][C:29]([OH:33])=[CH:30][C:31]=4[O:25][N:24]=3)[CH2:14][CH:15]3[CH2:16][CH:17]([CH2:18][CH:19]([CH2:21]3)[CH2:20]1)[CH2:22]2. The yield is 0.230.